Dataset: TCR-epitope binding with 47,182 pairs between 192 epitopes and 23,139 TCRs. Task: Binary Classification. Given a T-cell receptor sequence (or CDR3 region) and an epitope sequence, predict whether binding occurs between them. (1) The epitope is KLGGALQAK. The TCR CDR3 sequence is CASSFLAGVGYNEQFF. Result: 1 (the TCR binds to the epitope). (2) The epitope is LLALHRSYL. The TCR CDR3 sequence is CASSHRSGTEAFF. Result: 0 (the TCR does not bind to the epitope).